This data is from Full USPTO retrosynthesis dataset with 1.9M reactions from patents (1976-2016). The task is: Predict the reactants needed to synthesize the given product. (1) Given the product [NH2:25][C:8]1[C:7]2[N:6]=[C:5]([NH:18][C:19](=[O:22])[O:20][CH3:21])[N:4]([CH2:3][CH:2]([CH3:23])[CH3:1])[C:16]=2[C:15]2[N:14]=[CH:13][CH:12]=[CH:11][C:10]=2[N:9]=1, predict the reactants needed to synthesize it. The reactants are: [CH3:1][CH:2]([CH3:23])[CH2:3][N:4]1[C:16]2[C:15]3[N:14]=[CH:13][CH:12]=[CH:11][C:10]=3[N+:9]([O-])=[CH:8][C:7]=2[N:6]=[C:5]1[NH:18][C:19](=[O:22])[O:20][CH3:21].[OH-].[NH4+:25].C1(S(Cl)(=O)=O)C=CC=CC=1. (2) Given the product [C:12]([O:11][C:9]([O:8][C:1]1[C:25]([C:26]([F:27])([F:28])[F:29])=[CH:24][CH:23]=[C:22]([CH3:30])[C:18]=1[C:19]([O:21][C:12]([CH3:15])([CH3:14])[CH3:13])=[O:20])=[O:10])([CH3:13])([CH3:14])[CH3:15], predict the reactants needed to synthesize it. The reactants are: [C:1]([O:8][C:9]([O:11][C:12]([CH3:15])([CH3:14])[CH3:13])=[O:10])(OC(C)(C)C)=O.OC1[C:25]([C:26]([F:29])([F:28])[F:27])=[CH:24][CH:23]=[C:22]([CH3:30])[C:18]=1[C:19]([OH:21])=[O:20]. (3) Given the product [C:39]([O:27][C@:16]1([CH3:28])[C@@H:15]([CH2:29][O:30][C:31](=[O:38])[C:32]2[CH:37]=[CH:36][CH:35]=[CH:34][CH:33]=2)[O:14][C@H:11]([O:12][CH3:13])[C@H:10]([O:9][C:1](=[O:8])[C:2]2[CH:3]=[CH:4][CH:5]=[CH:6][CH:7]=2)[C@H:17]1[O:18][C:19](=[O:26])[C:20]1[CH:25]=[CH:24][CH:23]=[CH:22][CH:21]=1)(=[O:41])[CH3:40], predict the reactants needed to synthesize it. The reactants are: [C:1]([O:9][C@@H:10]1[C@@H:17]([O:18][C:19](=[O:26])[C:20]2[CH:25]=[CH:24][CH:23]=[CH:22][CH:21]=2)[C@:16]([CH3:28])([OH:27])[C@@H:15]([CH2:29][O:30][C:31](=[O:38])[C:32]2[CH:37]=[CH:36][CH:35]=[CH:34][CH:33]=2)[O:14][C@@H:11]1[O:12][CH3:13])(=[O:8])[C:2]1[CH:7]=[CH:6][CH:5]=[CH:4][CH:3]=1.[C:39](OC(=O)C)(=[O:41])[CH3:40]. (4) Given the product [F:8][C:4]1[CH:5]=[CH:6][CH:7]=[C:2]([F:1])[C:3]=1[C:9]1[O:10][C:11]([C:19]2[S:20][CH:21]=[CH:22][CH:23]=2)=[C:12]([C:14]([OH:16])=[O:15])[N:13]=1, predict the reactants needed to synthesize it. The reactants are: [F:1][C:2]1[CH:7]=[CH:6][CH:5]=[C:4]([F:8])[C:3]=1[C:9]1[O:10][C:11]([C:19]2[S:20][CH:21]=[CH:22][CH:23]=2)=[C:12]([C:14]([O:16]CC)=[O:15])[N:13]=1.[OH-].[K+].Cl. (5) Given the product [C:1]([NH:24][CH2:25][CH2:26][NH:27][C:28](=[O:29])[O:69][CH2:68][CH2:67][CH2:66][CH2:65][N:64]1[C:63]2[CH:70]=[CH:71][CH:72]=[CH:73][C:62]=2[N:61]=[C:60]1[CH2:59][N:52]1[C:53]2[CH:54]=[N:55][CH:56]=[CH:57][C:58]=2[N:50]([CH:47]2[CH2:48][CH2:49]2)[C:51]1=[O:74])(=[O:23])[CH2:2][CH2:3]/[CH:4]=[CH:5]\[CH2:6]/[CH:7]=[CH:8]\[CH2:9]/[CH:10]=[CH:11]\[CH2:12]/[CH:13]=[CH:14]\[CH2:15]/[CH:16]=[CH:17]\[CH2:18]/[CH:19]=[CH:20]\[CH2:21][CH3:22], predict the reactants needed to synthesize it. The reactants are: [C:1]([NH:24][CH2:25][CH2:26][NH:27][C:28](=O)[O:29]C[C@@H]1CC[C@H](N2C=NC3C(=O)N=CNC2=3)O1)(=[O:23])[CH2:2][CH2:3]/[CH:4]=[CH:5]\[CH2:6]/[CH:7]=[CH:8]\[CH2:9]/[CH:10]=[CH:11]\[CH2:12]/[CH:13]=[CH:14]\[CH2:15]/[CH:16]=[CH:17]\[CH2:18]/[CH:19]=[CH:20]\[CH2:21][CH3:22].[CH:47]1([N:50]2[C:58]3[CH:57]=[CH:56][N:55]=[CH:54][C:53]=3[N:52]([CH2:59][C:60]3[N:64]([CH2:65][CH2:66][CH2:67][CH2:68][OH:69])[C:63]4[CH:70]=[CH:71][CH:72]=[CH:73][C:62]=4[N:61]=3)[C:51]2=[O:74])[CH2:49][CH2:48]1.